Task: Regression/Classification. Given a drug SMILES string, predict its absorption, distribution, metabolism, or excretion properties. Task type varies by dataset: regression for continuous measurements (e.g., permeability, clearance, half-life) or binary classification for categorical outcomes (e.g., BBB penetration, CYP inhibition). For this dataset (solubility_aqsoldb), we predict Y.. Dataset: Aqueous solubility values for 9,982 compounds from the AqSolDB database (1) The Y is -6.39 log mol/L. The molecule is Clc1ccc(-c2ccccc2)cc1Cl. (2) The compound is CCSC(=O)N(CC)CC. The Y is -1.69 log mol/L. (3) The drug is COC(=O)C(C)Oc1ccc(Oc2ncc(C(F)(F)F)cc2Cl)cc1. The Y is -4.61 log mol/L.